This data is from Forward reaction prediction with 1.9M reactions from USPTO patents (1976-2016). The task is: Predict the product of the given reaction. (1) Given the reactants [Br:1][C:2]1[CH:7]=[CH:6][C:5]([NH:8][S:9]([CH3:11])=[O:10])=[CH:4][CH:3]=1.[CH3:12][NH2:13], predict the reaction product. The product is: [Br:1][C:2]1[CH:7]=[CH:6][C:5]([N:8]=[S:9]([CH3:11])([NH:13][CH3:12])=[O:10])=[CH:4][CH:3]=1. (2) Given the reactants [C:1]([NH:5][C:6]([C:8]1[C:16]2[C:11](=[N:12][CH:13]=[C:14]([C:17]3[C:25]4[CH2:24][CH2:23][CH2:22][CH2:21][C:20]=4[N:19]([CH3:26])[N+:18]=3[O-:27])[N:15]=2)[N:10](COCC[Si](C)(C)C)[CH:9]=1)=[O:7])([CH3:4])([CH3:3])[CH3:2].C(O)(C(F)(F)F)=O, predict the reaction product. The product is: [C:1]([NH:5][C:6]([C:8]1[C:16]2[C:11](=[N:12][CH:13]=[C:14]([C:17]3[C:25]4[CH2:24][CH2:23][CH2:22][CH2:21][C:20]=4[N:19]([CH3:26])[N+:18]=3[O-:27])[N:15]=2)[NH:10][CH:9]=1)=[O:7])([CH3:4])([CH3:3])[CH3:2]. (3) Given the reactants [N:1]1([C:7]2[N:15]=[C:14]([C:16]3[CH:17]=[C:18]([CH2:22][OH:23])[CH:19]=[CH:20][CH:21]=3)[N:13]=[C:12]3[C:8]=2[N:9]=[CH:10][N:11]3[CH:24]2[CH2:29][CH2:28][NH:27][CH2:26][CH2:25]2)[CH2:6][CH2:5][O:4][CH2:3][CH2:2]1.[BH3-]C#N.[Na+].[F:34][C:35]1[CH:42]=[CH:41][C:38]([CH:39]=O)=[CH:37][CH:36]=1, predict the reaction product. The product is: [F:34][C:35]1[CH:42]=[CH:41][C:38]([CH2:39][N:27]2[CH2:28][CH2:29][CH:24]([N:11]3[CH:10]=[N:9][C:8]4[C:12]3=[N:13][C:14]([C:16]3[CH:17]=[C:18]([CH2:22][OH:23])[CH:19]=[CH:20][CH:21]=3)=[N:15][C:7]=4[N:1]3[CH2:6][CH2:5][O:4][CH2:3][CH2:2]3)[CH2:25][CH2:26]2)=[CH:37][CH:36]=1.